This data is from Forward reaction prediction with 1.9M reactions from USPTO patents (1976-2016). The task is: Predict the product of the given reaction. (1) Given the reactants [CH2:1]([O:8][C:9]1[CH:10]=[C:11]([CH:13]=[CH:14][CH:15]=1)[NH2:12])[C:2]1[CH:7]=[CH:6][CH:5]=[CH:4][CH:3]=1.[H-].[Na+].Cl[C:19]1[N:24]=[C:23]([S:25][CH3:26])[N:22]=[C:21]([N:27]([CH3:29])[CH3:28])[CH:20]=1, predict the reaction product. The product is: [CH2:1]([O:8][C:9]1[CH:10]=[C:11]([NH:12][C:19]2[CH:20]=[C:21]([N:27]([CH3:28])[CH3:29])[N:22]=[C:23]([S:25][CH3:26])[N:24]=2)[CH:13]=[CH:14][CH:15]=1)[C:2]1[CH:3]=[CH:4][CH:5]=[CH:6][CH:7]=1. (2) The product is: [C:23]([C:22]1[CH:21]=[CH:20][C:19]([C:28]2[CH:29]=[CH:30][CH:31]=[CH:32][CH:33]=2)=[CH:18][C:17]=1[O:16][C@H:12]1[CH2:11][CH2:10][C@@H:9]2[C@@H:14]([CH2:15][C@@H:6]([C:4]([OH:5])=[O:3])[N:7]([C:34]([O:36][C:37]([CH3:38])([CH3:39])[CH3:40])=[O:35])[CH2:8]2)[CH2:13]1)([OH:25])=[O:24]. Given the reactants C([O:3][C:4]([C@@H:6]1[CH2:15][C@@H:14]2[C@@H:9]([CH2:10][CH2:11][C@H:12]([O:16][C:17]3[CH:18]=[C:19]([C:28]4[CH:33]=[CH:32][CH:31]=[CH:30][CH:29]=4)[CH:20]=[CH:21][C:22]=3[C:23]([O:25]CC)=[O:24])[CH2:13]2)[CH2:8][N:7]1[C:34]([O:36][C:37]([CH3:40])([CH3:39])[CH3:38])=[O:35])=[O:5])C.[OH-].[Li+].C(OCC)(=O)C.CCCCCC, predict the reaction product.